This data is from Forward reaction prediction with 1.9M reactions from USPTO patents (1976-2016). The task is: Predict the product of the given reaction. (1) Given the reactants Cl[C:2]1[C:11]2[C:6](=[CH:7][C:8]([O:16][CH2:17][CH2:18][O:19][CH3:20])=[C:9]([C:12]([O:14][CH3:15])=[O:13])[CH:10]=2)[N:5]=[CH:4][CH:3]=1.[NH2:21][C:22]1[CH:27]=[CH:26][C:25]([OH:28])=[CH:24][C:23]=1[Cl:29].[H-].[Na+].CN(C)C=O, predict the reaction product. The product is: [NH2:21][C:22]1[CH:27]=[CH:26][C:25]([O:28][C:2]2[C:11]3[C:6](=[CH:7][C:8]([O:16][CH2:17][CH2:18][O:19][CH3:20])=[C:9]([C:12]([O:14][CH3:15])=[O:13])[CH:10]=3)[N:5]=[CH:4][CH:3]=2)=[CH:24][C:23]=1[Cl:29]. (2) Given the reactants [I:1][C:2]1[CH:3]=[C:4]2[C:9](=[CH:10][CH:11]=1)[C:8](=[O:12])[NH:7][C:6](=[O:13])/[C:5]/2=[CH:14]/OC.[CH2:17]([NH:19][CH2:20][CH:21]1[CH2:26][CH2:25][N:24]([C:27]2[CH:32]=[CH:31][C:30]([NH2:33])=[CH:29][CH:28]=2)[CH2:23][CH2:22]1)[CH3:18].FC(F)(F)C(O)=O.C(N(CC)CC)C, predict the reaction product. The product is: [CH2:17]([NH:19][CH2:20][CH:21]1[CH2:22][CH2:23][N:24]([C:27]2[CH:32]=[CH:31][C:30]([NH:33]/[CH:14]=[C:5]3\[C:6](=[O:13])[NH:7][C:8](=[O:12])[C:9]4[C:4]\3=[CH:3][C:2]([I:1])=[CH:11][CH:10]=4)=[CH:29][CH:28]=2)[CH2:25][CH2:26]1)[CH3:18]. (3) Given the reactants [N:1]12[CH2:9][CH2:8][CH:5]([CH2:6][CH2:7]1)[N:4]([C:10]([C:12]1[O:13][C:14]([C:17]3[CH:22]=[CH:21][CH:20]=[C:19]([NH2:23])[CH:18]=3)=[CH:15][CH:16]=1)=[O:11])[CH2:3][CH2:2]2.[C:24]1([N:30]=[C:31]=[O:32])[CH:29]=[CH:28][CH:27]=[CH:26][CH:25]=1, predict the reaction product. The product is: [N:1]12[CH2:7][CH2:6][CH:5]([CH2:8][CH2:9]1)[N:4]([C:10]([C:12]1[O:13][C:14]([C:17]3[CH:18]=[C:19]([NH:23][C:31]([NH:30][C:24]4[CH:29]=[CH:28][CH:27]=[CH:26][CH:25]=4)=[O:32])[CH:20]=[CH:21][CH:22]=3)=[CH:15][CH:16]=1)=[O:11])[CH2:3][CH2:2]2.